This data is from Forward reaction prediction with 1.9M reactions from USPTO patents (1976-2016). The task is: Predict the product of the given reaction. (1) Given the reactants [Br:1][C:2]1[C:3]([S:9][C:10]2[CH:15]=[CH:14][CH:13]=[CH:12][CH:11]=2)=[N:4][C:5](Cl)=[N:6][CH:7]=1.Cl.[OH:17][CH:18]([CH2:28][N:29]([CH3:31])[CH3:30])[CH2:19][O:20][C:21]1[CH:27]=[CH:26][C:24]([NH2:25])=[CH:23][CH:22]=1, predict the reaction product. The product is: [Br:1][C:2]1[C:3]([S:9][C:10]2[CH:15]=[CH:14][CH:13]=[CH:12][CH:11]=2)=[N:4][C:5]([NH:25][C:24]2[CH:26]=[CH:27][C:21]([O:20][CH2:19][CH:18]([OH:17])[CH2:28][N:29]([CH3:30])[CH3:31])=[CH:22][CH:23]=2)=[N:6][CH:7]=1. (2) Given the reactants [C:1](N1C=CN=C1)(N1C=CN=C1)=[O:2].N12CCCN=C1CCCCC2.CN(C)C=O.[CH2:29]([C:33]1[N:34]=[C:35]([CH3:63])[N:36]([C:57]2[CH:62]=[CH:61][CH:60]=[CH:59][N:58]=2)[C:37](=[O:56])[C:38]=1[CH2:39][C:40]1[CH:41]=[CH:42][C:43]([C:46]2[CH:55]=[CH:54][CH:53]=[CH:52][C:47]=2[C:48](=[N:50][OH:51])[NH2:49])=[N:44][CH:45]=1)[CH2:30][CH2:31][CH3:32], predict the reaction product. The product is: [CH2:29]([C:33]1[N:34]=[C:35]([CH3:63])[N:36]([C:57]2[CH:62]=[CH:61][CH:60]=[CH:59][N:58]=2)[C:37](=[O:56])[C:38]=1[CH2:39][C:40]1[CH:41]=[CH:42][C:43]([C:46]2[CH:55]=[CH:54][CH:53]=[CH:52][C:47]=2[C:48]2[NH:49][C:1](=[O:2])[O:51][N:50]=2)=[N:44][CH:45]=1)[CH2:30][CH2:31][CH3:32].